Task: Regression/Classification. Given a drug SMILES string, predict its absorption, distribution, metabolism, or excretion properties. Task type varies by dataset: regression for continuous measurements (e.g., permeability, clearance, half-life) or binary classification for categorical outcomes (e.g., BBB penetration, CYP inhibition). Dataset: cyp3a4_veith.. Dataset: CYP3A4 inhibition data for predicting drug metabolism from PubChem BioAssay (1) The molecule is C[N+]1(C)CCC[C@@H](OC(=O)C(O)(c2ccccc2)c2ccccc2)C1. The result is 0 (non-inhibitor). (2) The drug is Cc1ccccc1Cn1nc(C)c(NC(=O)c2sc3ccccc3c2Cl)c1C. The result is 1 (inhibitor). (3) The molecule is COCCn1c(=O)c(-c2ccccc2)nc2cnc(N3CCOCC3)nc21. The result is 0 (non-inhibitor). (4) The molecule is CCCNC(=O)OC[C@@H]1O[C@H](CCO/N=C(\C)CCC(=O)OC[C@@H]2O[C@H](c3ccccc3)C=C[C@@H]2Oc2ccc(OC)cc2)C=C[C@@H]1Oc1ccc(OC)cc1. The result is 1 (inhibitor). (5) The drug is CCCCCC(=O)N1CC2(CC(c3cccc(NC(=O)c4ccccc4)c3)=NO2)C[C@@H]1C(N)=O. The result is 1 (inhibitor). (6) The compound is COC(=O)Cn1nc(-c2ccccc2)n(-c2ccccc2)c1=S. The result is 0 (non-inhibitor). (7) The compound is COc1ccc2nc(NCN3C(=O)c4ccccc4C3=O)sc2c1. The result is 0 (non-inhibitor).